Regression. Given a peptide amino acid sequence and an MHC pseudo amino acid sequence, predict their binding affinity value. This is MHC class I binding data. From a dataset of Peptide-MHC class I binding affinity with 185,985 pairs from IEDB/IMGT. (1) The peptide sequence is YAYEPGSVM. The MHC is HLA-C05:01 with pseudo-sequence HLA-C05:01. The binding affinity (normalized) is 0.936. (2) The peptide sequence is HTQGYFPDW. The MHC is HLA-B15:01 with pseudo-sequence HLA-B15:01. The binding affinity (normalized) is 0.105. (3) The peptide sequence is GTGYYKYFI. The MHC is HLA-A02:01 with pseudo-sequence HLA-A02:01. The binding affinity (normalized) is 0.315. (4) The peptide sequence is IEEIMNIVLI. The MHC is HLA-B44:03 with pseudo-sequence HLA-B44:03. The binding affinity (normalized) is 0.436. (5) The peptide sequence is TGPGGLSALL. The MHC is H-2-Dd with pseudo-sequence H-2-Dd. The binding affinity (normalized) is 0.801. (6) The peptide sequence is FLPKDYFPSV. The MHC is HLA-A02:01 with pseudo-sequence HLA-A02:01. The binding affinity (normalized) is 0.847.